Dataset: Reaction yield outcomes from USPTO patents with 853,638 reactions. Task: Predict the reaction yield, written as a fraction of the theoretical maximum amount of product (1.0 means a 100% yield; for example, 0.34 means a 34% yield). (1) The catalyst is ClCCl. The product is [C:15]([O:1][N:2]1[CH2:7][CH2:6][CH2:5][CH2:4][CH2:3]1)(=[O:19])[C:16]([CH3:18])=[CH2:17]. The yield is 0.760. The reactants are [OH:1][N:2]1[CH2:7][CH2:6][CH2:5][CH2:4][CH2:3]1.C(N(CC)CC)C.[C:15](Cl)(=[O:19])[C:16]([CH3:18])=[CH2:17]. (2) The reactants are Br[C:2]1[CH:7]=[CH:6][N:5]=[C:4]([NH2:8])[C:3]=1[N+:9]([O-:11])=[O:10].[F:12][C:13]1[CH:18]=[CH:17][CH:16]=[CH:15][C:14]=1B(O)O.C([O-])([O-])=O.[Na+].[Na+].O. The product is [F:12][C:13]1[CH:18]=[CH:17][CH:16]=[CH:15][C:14]=1[C:2]1[CH:7]=[CH:6][N:5]=[C:4]([NH2:8])[C:3]=1[N+:9]([O-:11])=[O:10]. The yield is 0.749. The catalyst is C1(C)C=CC=CC=1.C1C=CC([P]([Pd]([P](C2C=CC=CC=2)(C2C=CC=CC=2)C2C=CC=CC=2)([P](C2C=CC=CC=2)(C2C=CC=CC=2)C2C=CC=CC=2)[P](C2C=CC=CC=2)(C2C=CC=CC=2)C2C=CC=CC=2)(C2C=CC=CC=2)C2C=CC=CC=2)=CC=1.CCO. (3) The reactants are F[C:2]1[CH:11]=[C:10]([F:12])[CH:9]=[C:8]2[C:3]=1[C:4](=[O:13])[NH:5][CH:6]=[N:7]2.[CH:14]([OH:17])([CH3:16])[CH3:15].[H-].[Na+].C(O)(=O)C. The catalyst is CN(C)C=O. The product is [F:12][C:10]1[CH:9]=[C:8]2[C:3]([C:4](=[O:13])[NH:5][CH:6]=[N:7]2)=[C:2]([O:17][CH:14]([CH3:16])[CH3:15])[CH:11]=1. The yield is 0.950. (4) The reactants are [C:1]([O:5][C:6]([N:8]1[CH2:13][CH2:12][CH:11]([OH:14])[CH2:10][CH2:9]1)=[O:7])([CH3:4])([CH3:3])[CH3:2].[Cl:15][C:16]1[CH:25]=[C:24]([N+:26]([O-:28])=[O:27])[CH:23]=[C:18]([C:19]([O:21][CH3:22])=[O:20])[C:17]=1O.C1(P(C2C=CC=CC=2)C2C=CC=CC=2)C=CC=CC=1.N(C(OCC)=O)=NC(OCC)=O. The catalyst is ClCCl. The product is [C:1]([O:5][C:6]([N:8]1[CH2:13][CH2:12][CH:11]([O:14][C:17]2[C:18]([C:19]([O:21][CH3:22])=[O:20])=[CH:23][C:24]([N+:26]([O-:28])=[O:27])=[CH:25][C:16]=2[Cl:15])[CH2:10][CH2:9]1)=[O:7])([CH3:4])([CH3:2])[CH3:3]. The yield is 0.790.